Dataset: Experimentally validated miRNA-target interactions with 360,000+ pairs, plus equal number of negative samples. Task: Binary Classification. Given a miRNA mature sequence and a target amino acid sequence, predict their likelihood of interaction. (1) The miRNA is hsa-miR-519b-5p with sequence CUCUAGAGGGAAGCGCUUUCUG. The protein sequence of the target gene is MAVRSLWAGRLRVQRLLAWSAAWESKGWPLPFSTATQRTAGEDCRSEDPPDELGPPLAERALRVKAVKLEKEVQDLTVRYQRAIADCENIRRRTQRCVEDAKIFGIQSFCKDLVEVADILEKTTECISEESEPEDQKLTLEKVFRGLLLLEAKLKSVFAKHGLEKLTPIGDKYDPHEHELICHVPAGVGVQPGTVALVRQDGYKLHGRTIRLARVEVAVESQRRL. Result: 1 (interaction). (2) The miRNA is hsa-miR-874-5p with sequence CGGCCCCACGCACCAGGGUAAGA. The protein sequence of the target gene is MSDEIFSTTLAYTKSPKATKRTSFQDELIRAITARSARQRSSEYSDDFDSDEIVSLGEFSDTSTDESLVRKKMNDFHISDDEEKNSPRLSFLKTKKVNRAISNDALDSSTPGSEGSSPDAQEDVTGDSLPKSQNDDREVGREIITVKPTPRMHPVKRSTSSGETSSGLDADGHFKPSPQPRSMLKKSSHTEEGVRPGVDKEHSISEASAPTPSLPRQNGTELQTEEKIYSENLDLEDSLLQSLTSSSFKESPGGCTSPGSQEKVPIKDHDGEPTEIWDSLLSNENEGSSVLVNCVTPELE.... Result: 0 (no interaction). (3) The miRNA is hsa-miR-4513 with sequence AGACUGACGGCUGGAGGCCCAU. The protein sequence of the target gene is MEIRGALDLRKRQVLIFLVLLGLSRAGTESAHYSVAEETEIGSFVANLARDLGLGVEELSSREARVVSDDNKKYLHLDLLTGNLLLNEKLDRDELCGSTEPCVLHFQVVLENPLQFFRFELCVKDINDHSPTFLDKEILIKISEGTTVGATFLMESAQDLDVGSNSLQNYTISPNSHFYIKIPDSSDRKIYPELVLDRALDYEQEAELRLTLTAVDGGSPPKSGTTLVLIKVLDINDNAPEFPQSLYEVQVPEDRPLGSWIATISAKDLDAGNYGKISYTFFHASEDIRKTFEINPISGE.... Result: 0 (no interaction). (4) The miRNA is hsa-miR-5590-3p with sequence AAUAAAGUUCAUGUAUGGCAA. The protein sequence of the target gene is MSNRNNNKLPSNLPQLQNLIKRDPPAYIEEFLQQYNHYKSNVEIFKLQPNKPSKELAELVMFMAQISHCYPEYLSNFPQEVKDLLSCNHTVLDPDLRMTFCKALILLRNKNLINPSSLLELFFELFRCHDKLLRKTLYTHIVTDIKNINAKHKNNKVNVVLQNFMYTMLRDSNATAAKMSLDVMIELYRRNIWNDAKTVNVITTACFSKVTKILVAALTFFLGKDEDEKQDSDSESEDDGPTARDLLVQYATGKKSSKNKKKLEKAMKVLKKQKKKKKPEVFNFSAIHLIHDPQDFAEKL.... Result: 1 (interaction).